Task: Binary Classification. Given a drug SMILES string, predict its activity (active/inactive) in a high-throughput screening assay against a specified biological target.. Dataset: HIV replication inhibition screening data with 41,000+ compounds from the AIDS Antiviral Screen (1) The compound is Cc1ccccc1NC(=O)C(=O)CC(=O)c1sc(-n2nc(-c3ccccc3)cc2-c2ccccc2)nc1C. The result is 0 (inactive). (2) The molecule is Cc1ccc(CCC(=O)C(=O)O)s1. The result is 0 (inactive). (3) The drug is C=CC1(C)CCC2C(C)(CCC(Br)C2(C)C)O1. The result is 0 (inactive). (4) The drug is O=C(O)C1CSC(c2ccncc2)N1. The result is 0 (inactive). (5) The molecule is CN(N=C(C(=O)O)c1ccccc1)C1=NCCCCN1.I. The result is 0 (inactive). (6) The drug is CC1C2CC(CC23OCC(CCl)O3)C1(C)C. The result is 0 (inactive).